Task: Predict the reactants needed to synthesize the given product.. Dataset: Full USPTO retrosynthesis dataset with 1.9M reactions from patents (1976-2016) (1) Given the product [Br:8][C:5]1[CH:6]=[CH:7][C:2]([C:17](=[O:23])[CH2:18][CH:19]([CH3:22])[CH2:20][CH3:21])=[N:3][CH:4]=1, predict the reactants needed to synthesize it. The reactants are: Br[C:2]1[CH:7]=[CH:6][C:5]([Br:8])=[CH:4][N:3]=1.[Li]CCCC.CON(C)[C:17](=[O:23])[CH2:18][CH:19]([CH3:22])[CH2:20][CH3:21]. (2) Given the product [OH:1][CH:2]1[C:6]([CH3:8])([CH3:7])[CH2:5][N:4]([C:11]2[CH:12]=[N:13][N:14]3[CH2:19][C@H:18]([CH3:20])[N:17]([C:21]([O:23][C:24]([CH3:25])([CH3:27])[CH3:26])=[O:22])[CH2:16][C:15]=23)[C:3]1=[O:9], predict the reactants needed to synthesize it. The reactants are: [OH:1][CH:2]1[C:6]([CH3:8])([CH3:7])[CH2:5][NH:4][C:3]1=[O:9].I[C:11]1[CH:12]=[N:13][N:14]2[CH2:19][C@H:18]([CH3:20])[N:17]([C:21]([O:23][C:24]([CH3:27])([CH3:26])[CH3:25])=[O:22])[CH2:16][C:15]=12.[O-]P([O-])([O-])=O.[K+].[K+].[K+].CN[C@@H]1CCCC[C@H]1NC. (3) Given the product [C:1]1([S:7][C:8]2[CH:9]=[C:10]([CH2:11][OH:12])[CH:13]=[CH:14][CH:15]=2)[CH:6]=[CH:5][CH:4]=[CH:3][CH:2]=1, predict the reactants needed to synthesize it. The reactants are: [C:1]1([S:7][C:8]2[CH:9]=[C:10]([CH:13]=[CH:14][CH:15]=2)[CH:11]=[O:12])[CH:6]=[CH:5][CH:4]=[CH:3][CH:2]=1.[BH4-].[Na+].O. (4) Given the product [F:17][C:18]1[CH:19]=[CH:20][C:21]([C:24]2[O:28][N:27]=[C:26]([C:29]([N:10]3[CH2:9][C@H:8]([C:11]4[CH:15]=[CH:14][S:13][CH:12]=4)[NH:7][C:6](=[O:16])[C@@H:5]3[CH2:1][CH:2]([CH3:4])[CH3:3])=[O:30])[CH:25]=2)=[CH:22][CH:23]=1, predict the reactants needed to synthesize it. The reactants are: [CH2:1]([C@@H:5]1[NH:10][CH2:9][C@H:8]([C:11]2[CH:15]=[CH:14][S:13][CH:12]=2)[NH:7][C:6]1=[O:16])[CH:2]([CH3:4])[CH3:3].[F:17][C:18]1[CH:23]=[CH:22][C:21]([C:24]2[O:28][N:27]=[C:26]([C:29](O)=[O:30])[CH:25]=2)=[CH:20][CH:19]=1.C([C@@H]1N(C(=O)/C=C/C2C=CC=CC=2)C[C@H](CC(C)C)NC1=O)C(C)C. (5) The reactants are: [CH3:1][N:2]([C:15]1[S:16][C:17]([CH3:20])=[N:18][N:19]=1)[S:3]([C:6]1[CH:11]=[CH:10][C:9]([N+:12]([O-])=O)=[CH:8][CH:7]=1)(=[O:5])=[O:4].O. Given the product [NH2:12][C:9]1[CH:10]=[CH:11][C:6]([S:3]([N:2]([CH3:1])[C:15]2[S:16][C:17]([CH3:20])=[N:18][N:19]=2)(=[O:5])=[O:4])=[CH:7][CH:8]=1, predict the reactants needed to synthesize it.